This data is from Forward reaction prediction with 1.9M reactions from USPTO patents (1976-2016). The task is: Predict the product of the given reaction. Given the reactants [NH2:1][C:2]1[C:3]2[N:10]=[N:9][N:8]([CH:11]3[CH:15]4[O:16][C:17]([CH3:20])([CH3:19])[O:18][CH:14]4[CH:13]([CH2:21][OH:22])[O:12]3)[C:4]=2[N:5]=[CH:6][N:7]=1.C[Si](Cl)(C)C.[C:28](Cl)([C:30]1[CH:35]=[CH:34][CH:33]=[CH:32][CH:31]=1)=[O:29].[NH4+].[OH-], predict the reaction product. The product is: [OH:22][CH2:21][CH:13]1[CH:14]2[O:18][C:17]([CH3:19])([CH3:20])[O:16][CH:15]2[CH:11]([N:8]2[C:4]3[N:5]=[CH:6][N:7]=[C:2]([NH:1][C:28](=[O:29])[C:30]4[CH:35]=[CH:34][CH:33]=[CH:32][CH:31]=4)[C:3]=3[N:10]=[N:9]2)[O:12]1.